From a dataset of Forward reaction prediction with 1.9M reactions from USPTO patents (1976-2016). Predict the product of the given reaction. (1) Given the reactants [CH3:1][C:2]1[CH:7]=[CH:6][N:5]=[CH:4][C:3]=1B(O)O.Br[C:12]1[CH:17]=[CH:16][C:15]([N+:18]([O-:20])=[O:19])=[CH:14][C:13]=1[Cl:21].CC1C=CN=CC=1C1C=CC=C2C=1C=NN2, predict the reaction product. The product is: [Cl:21][C:13]1[CH:14]=[C:15]([N+:18]([O-:20])=[O:19])[CH:16]=[CH:17][C:12]=1[C:3]1[CH:4]=[N:5][CH:6]=[CH:7][C:2]=1[CH3:1]. (2) Given the reactants C[O:2][C:3]([C:5]1[S:9][C:8]([N:10]2[C:14]3[CH:15]=[C:16]([O:21][CH3:22])[C:17]([O:19][CH3:20])=[CH:18][C:13]=3[N:12]=[CH:11]2)=[N:7][C:6]=1Br)=[O:4].[CH3:24][C:25]1[CH:30]=[CH:29][C:28](B(O)O)=[CH:27][CH:26]=1.C([O-])([O-])=O.[Na+].[Na+].[OH-].[Na+], predict the reaction product. The product is: [CH3:20][O:19][C:17]1[C:16]([O:21][CH3:22])=[CH:15][C:14]2[N:10]([C:8]3[S:9][C:5]([C:3]([OH:2])=[O:4])=[C:6]([C:28]4[CH:29]=[CH:30][C:25]([CH3:24])=[CH:26][CH:27]=4)[N:7]=3)[CH:11]=[N:12][C:13]=2[CH:18]=1. (3) Given the reactants [F:1][C:2]([F:20])([F:19])[C:3]1[N:8]=[CH:7][C:6]([C@H:9]([NH:11][C:12](=[O:18])[O:13][C:14]([CH3:17])(C)C)[CH3:10])=[CH:5][CH:4]=1.[C:21](C1C=C(C)C=C(C(C)(C)C)C=1O)(C)(C)[CH3:22].ClC1C=CC=C(C(OO)=[O:45])C=1.S([O-])([O-])(=O)=S.[Na+].[Na+].C(=O)(O)[O-].[Na+], predict the reaction product. The product is: [CH2:14]([O:13][C:12](=[O:18])[NH:11][C@@H:9]([C:6]1[CH:7]=[N+:8]([O-:45])[C:3]([C:2]([F:1])([F:19])[F:20])=[CH:4][CH:5]=1)[CH3:10])[CH2:17][CH2:21][CH3:22].